This data is from Catalyst prediction with 721,799 reactions and 888 catalyst types from USPTO. The task is: Predict which catalyst facilitates the given reaction. (1) Reactant: Cl[C:2]1[CH:7]=[C:6]([CH:8]2[CH2:10][CH2:9]2)[N:5]=[C:4]([C:11]2[CH:16]=[CH:15][CH:14]=[C:13]([Cl:17])[CH:12]=2)[N:3]=1.[NH2:18][C:19]1[CH:27]=[CH:26][C:22]([CH2:23][CH2:24][OH:25])=[CH:21][CH:20]=1. Product: [Cl:17][C:13]1[CH:12]=[C:11]([C:4]2[N:3]=[C:2]([NH:18][C:19]3[CH:27]=[CH:26][C:22]([CH2:23][CH2:24][OH:25])=[CH:21][CH:20]=3)[CH:7]=[C:6]([CH:8]3[CH2:10][CH2:9]3)[N:5]=2)[CH:16]=[CH:15][CH:14]=1. The catalyst class is: 179. (2) Reactant: C(O)(=O)C.[Cl:5][C:6]1[CH:7]=[C:8]([C:13]2([C:27]([F:30])([F:29])[F:28])[O:17][N:16]=[C:15]([C:18]3[CH:19]=[C:20]([N+:24]([O-])=O)[CH:21]=[CH:22][CH:23]=3)[CH2:14]2)[CH:9]=[C:10]([Cl:12])[CH:11]=1. Product: [Cl:5][C:6]1[CH:7]=[C:8]([C:13]2([C:27]([F:29])([F:28])[F:30])[O:17][N:16]=[C:15]([C:18]3[CH:19]=[C:20]([CH:21]=[CH:22][CH:23]=3)[NH2:24])[CH2:14]2)[CH:9]=[C:10]([Cl:12])[CH:11]=1. The catalyst class is: 679. (3) Reactant: Cl[C:2]([O:4][CH:5]([Cl:7])[CH3:6])=[O:3].C([OH:10])C.N1[CH:16]=[CH:15]C=CC=1. Product: [C:2](=[O:10])([O:3][CH2:15][CH3:16])[O:4][CH:5]([Cl:7])[CH3:6]. The catalyst class is: 2. (4) Reactant: [N:1]1([C:6]2[CH:7]=[C:8]([C:12]3[O:16][CH:15]=[N:14][C:13]=3[C:17]([O:19]C)=[O:18])[CH:9]=[CH:10][CH:11]=2)[CH2:5][CH2:4][CH2:3][CH2:2]1.[OH-].[Na+]. Product: [N:1]1([C:6]2[CH:7]=[C:8]([C:12]3[O:16][CH:15]=[N:14][C:13]=3[C:17]([OH:19])=[O:18])[CH:9]=[CH:10][CH:11]=2)[CH2:2][CH2:3][CH2:4][CH2:5]1. The catalyst class is: 295. (5) Reactant: [NH2:1][C:2]1[CH:3]=[C:4]([CH:7]=[CH:8][CH:9]=1)[C:5]#[N:6].[Cl:10][S:11]([C:14]1[CH:15]=[C:16]([C:20](Cl)=[O:21])[N:17]([CH3:19])[CH:18]=1)(=[O:13])=[O:12]. Product: [C:5]([C:4]1[CH:3]=[C:2]([NH:1][C:20]([C:16]2[N:17]([CH3:19])[CH:18]=[C:14]([S:11]([Cl:10])(=[O:13])=[O:12])[CH:15]=2)=[O:21])[CH:9]=[CH:8][CH:7]=1)#[N:6]. The catalyst class is: 11. (6) Reactant: [Br:1][C:2]1[N:3]=[N:4][C:5](Br)=[CH:6][CH:7]=1.[OH:9][CH:10]1[CH2:15][CH2:14][NH:13][CH2:12][CH2:11]1. Product: [Br:1][C:2]1[N:3]=[N:4][C:5]([N:13]2[CH2:14][CH2:15][CH:10]([OH:9])[CH2:11][CH2:12]2)=[CH:6][CH:7]=1. The catalyst class is: 32. (7) Reactant: [Cl:1][C:2]1[CH:7]=[CH:6][C:5]([NH:8]C(=O)C(C)(C)C)=[CH:4][CH:3]=1.C([Li])CCC.[F:20][C:21]([F:31])([F:30])[C:22](N1CCOCC1)=[O:23]. Product: [NH2:8][C:5]1[CH:4]=[CH:3][C:2]([Cl:1])=[CH:7][C:6]=1[C:22](=[O:23])[C:21]([F:31])([F:30])[F:20]. The catalyst class is: 1. (8) Reactant: C([N:20]1[C:24]([CH2:25][C:26]([O:28][CH3:29])=[O:27])=[CH:23][N:22]=[CH:21]1)(C1C=CC=CC=1)(C1C=CC=CC=1)C1C=CC=CC=1.Br[CH2:31][C:32]1[CH:39]=[CH:38][C:35]([C:36]#[N:37])=[C:34]([C:40]2[C:49]3[C:44](=[CH:45][CH:46]=[CH:47][CH:48]=3)[CH:43]=[CH:42][CH:41]=2)[CH:33]=1.C(OCC)C. Product: [CH3:29][O:28][C:26](=[O:27])[CH2:25][C:24]1[N:20]([CH2:31][C:32]2[CH:39]=[CH:38][C:35]([C:36]#[N:37])=[C:34]([C:40]3[C:49]4[C:44](=[CH:45][CH:46]=[CH:47][CH:48]=4)[CH:43]=[CH:42][CH:41]=3)[CH:33]=2)[CH:21]=[N:22][CH:23]=1. The catalyst class is: 13.